This data is from Catalyst prediction with 721,799 reactions and 888 catalyst types from USPTO. The task is: Predict which catalyst facilitates the given reaction. (1) Reactant: O1CCOCC1.[OH-].[Na+].C([O:12][C:13]1[CH:42]=[CH:41][C:40]([N:43]2[CH2:48][CH2:47][CH2:46][CH2:45][CH2:44]2)=[CH:39][C:14]=1[C:15]([NH:17][C:18]1[CH:30]=[C:29]([C:31]2[CH:36]=[CH:35][CH:34]=[CH:33][C:32]=2[O:37][CH3:38])[CH:28]=[CH:27][C:19]=1[C:20]([O:22][C:23]([CH3:26])([CH3:25])[CH3:24])=[O:21])=[O:16])(=O)C.C(O)(=O)CC(CC(O)=O)(C(O)=O)O. Product: [OH:12][C:13]1[CH:42]=[CH:41][C:40]([N:43]2[CH2:48][CH2:47][CH2:46][CH2:45][CH2:44]2)=[CH:39][C:14]=1[C:15]([NH:17][C:18]1[CH:30]=[C:29]([C:31]2[CH:36]=[CH:35][CH:34]=[CH:33][C:32]=2[O:37][CH3:38])[CH:28]=[CH:27][C:19]=1[C:20]([O:22][C:23]([CH3:25])([CH3:24])[CH3:26])=[O:21])=[O:16]. The catalyst class is: 13. (2) Reactant: [S:1]([CH2:11][CH2:12][O:13][C:14](=[O:18])[C:15]([CH3:17])=[CH2:16])([C:4]1[CH:10]=[CH:9][C:7]([CH3:8])=[CH:6][CH:5]=1)(=[O:3])=[O:2].[OH:19][CH2:20][CH2:21][CH2:22][O:23][C:24](=[O:27])[CH:25]=[CH2:26].[CH3:28][O:29][C:30](=[O:34])[C:31]([CH3:33])=[CH2:32].[CH2:35]([O:39][C:40](=[O:44])[C:41]([CH3:43])=[CH2:42])[CH:36]1[O:38][CH2:37]1.CC(N=NC(C#N)(C)C)(C#N)C. Product: [S:1]([CH2:11][CH2:12][O:13][C:14](=[O:18])[C:15]([CH3:17])=[CH2:16])([C:4]1[CH:5]=[CH:6][C:7]([CH3:8])=[CH:9][CH:10]=1)(=[O:3])=[O:2].[OH:19][CH2:20][CH2:21][CH2:22][O:23][C:24](=[O:27])[CH:25]=[CH2:26].[CH3:28][O:29][C:30](=[O:34])[C:31]([CH3:33])=[CH2:32].[CH2:35]([O:39][C:40](=[O:44])[C:41]([CH3:43])=[CH2:42])[CH:36]1[O:38][CH2:37]1. The catalyst class is: 7. (3) Reactant: Cl.[F:2][C:3]1([F:28])[CH2:5][CH:4]1[CH2:6][O:7][C:8]1[CH:9]=[C:10]2[C:15](=[CH:16][CH:17]=1)[CH2:14][N:13]([CH2:18][C:19]1[CH:24]=[CH:23][C:22]([C@@H:25]([NH2:27])[CH3:26])=[CH:21][CH:20]=1)[CH2:12][CH2:11]2.[C:29](O[C:29](=[O:32])[CH2:30][CH3:31])(=[O:32])[CH2:30][CH3:31]. Product: [F:28][C:3]1([F:2])[CH2:5][CH:4]1[CH2:6][O:7][C:8]1[CH:9]=[C:10]2[C:15](=[CH:16][CH:17]=1)[CH2:14][N:13]([CH2:18][C:19]1[CH:20]=[CH:21][C:22]([C@@H:25]([NH:27][C:29](=[O:32])[CH2:30][CH3:31])[CH3:26])=[CH:23][CH:24]=1)[CH2:12][CH2:11]2. The catalyst class is: 1. (4) Reactant: [CH3:1][O:2][C:3]1[C:8]([N+:9]([O-])=O)=[CH:7][CH:6]=[CH:5][C:4]=1[N+:12]([O-])=O.O.O.[Sn](Cl)(Cl)(Cl)Cl. Product: [CH3:1][O:2][C:3]1[C:8]([NH2:9])=[CH:7][CH:6]=[CH:5][C:4]=1[NH2:12]. The catalyst class is: 14. (5) Reactant: [CH3:1][O:2][C:3]([CH:5]1[C:10](=[O:11])[C:9]([CH3:13])([CH3:12])[CH2:8][N:7]([C:14](=[O:22])[C:15]2[CH:20]=[CH:19][C:18]([F:21])=[CH:17][CH:16]=2)[CH2:6]1)=[O:4].[BH4-].[Na+].CC(C)=O. Product: [CH3:1][O:2][C:3]([CH:5]1[CH:10]([OH:11])[C:9]([CH3:13])([CH3:12])[CH2:8][N:7]([C:14](=[O:22])[C:15]2[CH:16]=[CH:17][C:18]([F:21])=[CH:19][CH:20]=2)[CH2:6]1)=[O:4]. The catalyst class is: 5. (6) Reactant: [Cl:1][C:2]1[CH:3]=[C:4]([NH2:20])[CH:5]=[C:6]([Cl:19])[C:7]=1[S:8][C:9]1[CH:18]=[CH:17][C:16]2[C:11](=[CH:12][CH:13]=[CH:14][CH:15]=2)[CH:10]=1.N1C=CC=CC=1.[Cl:27][C:28]1[CH:33]=[C:32]([C:34]([F:37])([F:36])[F:35])[CH:31]=[CH:30][C:29]=1[S:38](Cl)(=[O:40])=[O:39]. Product: [Cl:27][C:28]1[CH:33]=[C:32]([C:34]([F:36])([F:35])[F:37])[CH:31]=[CH:30][C:29]=1[S:38]([NH:20][C:4]1[CH:3]=[C:2]([Cl:1])[C:7]([S:8][C:9]2[CH:18]=[CH:17][C:16]3[C:11](=[CH:12][CH:13]=[CH:14][CH:15]=3)[CH:10]=2)=[C:6]([Cl:19])[CH:5]=1)(=[O:40])=[O:39]. The catalyst class is: 1.